Dataset: Full USPTO retrosynthesis dataset with 1.9M reactions from patents (1976-2016). Task: Predict the reactants needed to synthesize the given product. (1) Given the product [CH2:16]([C@:10]1([CH2:9][NH:8][C:6](=[O:7])[O:5][C:1]([CH3:2])([CH3:3])[CH3:4])[CH2:14][CH2:13][CH2:12][C:11]1=[O:15])[CH:22]=[CH2:23], predict the reactants needed to synthesize it. The reactants are: [C:1]([O:5][C:6]([NH:8][CH2:9][C:10]1([C:16](OCC=C)=O)[CH2:14][CH2:13][CH2:12][C:11]1=[O:15])=[O:7])([CH3:4])([CH3:3])[CH3:2].[CH3:22][CH2:23]OC(C)=O. (2) Given the product [Cl:1][C:2]1[CH:3]=[C:4]([C:9]2([C:15](=[O:17])[CH3:16])[CH2:14][CH2:13][CH2:12][CH2:11][CH2:10]2)[CH:5]=[CH:6][C:7]=1[Cl:8], predict the reactants needed to synthesize it. The reactants are: [Cl:1][C:2]1[CH:3]=[C:4]([C:9]2([CH:15]([OH:17])[CH3:16])[CH2:14][CH2:13][CH2:12][CH2:11][CH2:10]2)[CH:5]=[CH:6][C:7]=1[Cl:8].CC(OI1(OC(C)=O)(OC(C)=O)OC(=O)C2C=CC=CC1=2)=O.